From a dataset of Full USPTO retrosynthesis dataset with 1.9M reactions from patents (1976-2016). Predict the reactants needed to synthesize the given product. (1) Given the product [CH3:26][C:24]1[CH:23]=[C:22]([C:27]2[CH:32]=[CH:31][C:30]([C:33]([F:36])([F:34])[F:35])=[CH:29][CH:28]=2)[N:21]=[C:20]([C:18]2[CH:17]=[CH:16][N:15]=[C:14]([C:11]3[S:10][C:9]([S:6]([NH2:5])(=[O:8])=[O:7])=[CH:13][CH:12]=3)[CH:19]=2)[CH:25]=1, predict the reactants needed to synthesize it. The reactants are: C([NH:5][S:6]([C:9]1[S:10][C:11]([C:14]2[CH:19]=[C:18]([C:20]3[CH:25]=[C:24]([CH3:26])[CH:23]=[C:22]([C:27]4[CH:32]=[CH:31][C:30]([C:33]([F:36])([F:35])[F:34])=[CH:29][CH:28]=4)[N:21]=3)[CH:17]=[CH:16][N:15]=2)=[CH:12][CH:13]=1)(=[O:8])=[O:7])(C)(C)C.C(O)(C(F)(F)F)=O. (2) Given the product [Cl:1][C:2]1[CH:7]=[CH:6][C:5]([C:8]2[CH:13]=[N:12][N:11]3[C:14](=[O:17])[N:15]([CH2:45][C@H:46]4[CH2:47][CH2:48][C:49](=[O:51])[NH:50]4)[N:16]=[C:10]3[C:9]=2[C:18]2[CH:23]=[CH:22][C:21]([Cl:24])=[CH:20][CH:19]=2)=[CH:4][CH:3]=1, predict the reactants needed to synthesize it. The reactants are: [Cl:1][C:2]1[CH:7]=[CH:6][C:5]([C:8]2[CH:13]=[N:12][N:11]3[C:14](=[O:17])[NH:15][N:16]=[C:10]3[C:9]=2[C:18]2[CH:23]=[CH:22][C:21]([Cl:24])=[CH:20][CH:19]=2)=[CH:4][CH:3]=1.C1C=CC(P(C2C=CC=CC=2)C2C=CC=CC=2)=CC=1.O[CH2:45][C@@H:46]1[NH:50][C:49](=[O:51])[CH2:48][CH2:47]1. (3) Given the product [CH2:15]([O:14][C:9]1[CH:10]=[CH:11][CH:12]=[CH:13][C:8]=1[NH2:7])[CH3:16], predict the reactants needed to synthesize it. The reactants are: C(OC(=O)[NH:7][C:8]1[CH:13]=[CH:12][CH:11]=[CH:10][C:9]=1[O:14][CH2:15][CH3:16])(C)(C)C.B1(Cl)OC2C(=CC=CC=2)O1.